This data is from Reaction yield outcomes from USPTO patents with 853,638 reactions. The task is: Predict the reaction yield, written as a fraction of the theoretical maximum amount of product (1.0 means a 100% yield; for example, 0.34 means a 34% yield). (1) The reactants are [C:1]([C:4]1[CH:5]=[C:6]2[C:11](=[O:12])[O:10][C:8](=O)[C:7]2=[CH:13][CH:14]=1)([OH:3])=[O:2].[NH2:15][C:16]1[CH:21]=[CH:20][CH:19]=[CH:18][CH:17]=1. The yield is 0.900. The catalyst is C(O)(=O)C. The product is [C:1]([C:4]1[CH:5]=[C:6]2[C:11](=[O:12])[N:15]([C:16]3[CH:21]=[CH:20][CH:19]=[CH:18][CH:17]=3)[C:8](=[O:10])[C:7]2=[CH:13][CH:14]=1)([OH:3])=[O:2]. (2) The yield is 0.870. The product is [OH:1][C:2]1[CH:3]=[C:4]([CH:8]=[C:9]([N+:11]([O-:13])=[O:12])[CH:10]=1)[C:5]([O:7][CH3:14])=[O:6]. The reactants are [OH:1][C:2]1[CH:3]=[C:4]([CH:8]=[C:9]([N+:11]([O-:13])=[O:12])[CH:10]=1)[C:5]([OH:7])=[O:6].[CH3:14]O.S(=O)(=O)(O)O. The catalyst is O. (3) The reactants are [Cl:1][C:2]1[C:10]2[N:9]=[C:8]3[N:11]([C:15]4[CH:20]=[CH:19][C:18]([Cl:21])=[CH:17][C:16]=4[Cl:22])[CH2:12][CH2:13][CH2:14][N:7]3[C:6]=2[C:5]([CH:23]([CH2:26][CH3:27])[CH:24]=[O:25])=[CH:4][CH:3]=1.[CH3:28][Mg]Br. The catalyst is O1CCCC1.[Cl-].[NH4+]. The product is [Cl:1][C:2]1[C:10]2[N:9]=[C:8]3[N:11]([C:15]4[CH:20]=[CH:19][C:18]([Cl:21])=[CH:17][C:16]=4[Cl:22])[CH2:12][CH2:13][CH2:14][N:7]3[C:6]=2[C:5]([CH:23]([CH2:26][CH3:27])[CH:24]([OH:25])[CH3:28])=[CH:4][CH:3]=1. The yield is 0.550. (4) The reactants are [OH-].[K+].[O:3]=[C:4]([CH2:21][CH2:22][CH2:23][CH2:24][C:25]([C:32]([O:34]CC)=[O:33])([C:27]([O:29][CH2:30][CH3:31])=[O:28])[CH3:26])[CH2:5][CH2:6][CH2:7][CH2:8][C:9]([C:16]([O:18]CC)=[O:17])([C:11]([O:13][CH2:14][CH3:15])=[O:12])[CH3:10]. The yield is 0.810. The product is [CH2:14]([O:13][C:11]([C:9]([CH3:10])([CH2:8][CH2:7][CH2:6][CH2:5][C:4](=[O:3])[CH2:21][CH2:22][CH2:23][CH2:24][C:25]([C:27]([O:29][CH2:30][CH3:31])=[O:28])([CH3:26])[C:32]([OH:34])=[O:33])[C:16]([OH:18])=[O:17])=[O:12])[CH3:15]. The catalyst is CCO. (5) The reactants are C(OC([N:8]1[CH2:13][CH2:12][CH:11]([O:14][C:15]2[C:23]3[C:18](=[CH:19][CH:20]=[CH:21][CH:22]=3)[N:17]([C:24]3[CH:29]=[CH:28][C:27]([Cl:30])=[CH:26][CH:25]=3)[N:16]=2)[CH2:10][CH2:9]1)=O)(C)(C)C.Cl.O1CCOCC1. The catalyst is CCOC(C)=O. The product is [ClH:30].[Cl:30][C:27]1[CH:28]=[CH:29][C:24]([N:17]2[C:18]3[C:23](=[CH:22][CH:21]=[CH:20][CH:19]=3)[C:15]([O:14][CH:11]3[CH2:12][CH2:13][NH:8][CH2:9][CH2:10]3)=[N:16]2)=[CH:25][CH:26]=1. The yield is 0.860. (6) The reactants are C([O:4][CH2:5][C:6]([N:8]1[CH2:13][CH2:12][CH:11]([NH:14][C:15]([C:17]2[N:29]([CH3:30])[C:28]3[C:27]4[CH:26]=[CH:25][CH:24]=[CH:23][C:22]=4[N:21]([CH2:31][C:32](=[O:39])[C:33]4[CH:38]=[CH:37][CH:36]=[CH:35][CH:34]=4)[C:20](=[O:40])[C:19]=3[C:18]=2[O:41][CH3:42])=[O:16])[CH2:10][CH2:9]1)=[O:7])(=O)C.[OH-].[Na+].C(O)C.Cl. The catalyst is C1COCC1.O. The product is [OH:4][CH2:5][C:6]([N:8]1[CH2:13][CH2:12][CH:11]([NH:14][C:15]([C:17]2[N:29]([CH3:30])[C:28]3[C:27]4[CH:26]=[CH:25][CH:24]=[CH:23][C:22]=4[N:21]([CH2:31][C:32](=[O:39])[C:33]4[CH:34]=[CH:35][CH:36]=[CH:37][CH:38]=4)[C:20](=[O:40])[C:19]=3[C:18]=2[O:41][CH3:42])=[O:16])[CH2:10][CH2:9]1)=[O:7]. The yield is 0.510.